This data is from Forward reaction prediction with 1.9M reactions from USPTO patents (1976-2016). The task is: Predict the product of the given reaction. (1) Given the reactants [CH:1]1([C:4]2[CH:20]=[C:7]3[N:8]=[CH:9][CH:10]=[C:11]([S:12][C:13]4[CH:18]=[CH:17][C:16]([NH2:19])=[CH:15][CH:14]=4)[N:6]3[N:5]=2)[CH2:3][CH2:2]1.Cl[C:22]1[C:31]2[C:26](=[CH:27][CH:28]=[CH:29][CH:30]=2)[C:25]([C:32]2[CH:37]=[CH:36][C:35]([Cl:38])=[CH:34][CH:33]=2)=[N:24][N:23]=1, predict the reaction product. The product is: [Cl:38][C:35]1[CH:34]=[CH:33][C:32]([C:25]2[C:26]3[C:31](=[CH:30][CH:29]=[CH:28][CH:27]=3)[C:22]([NH:19][C:16]3[CH:15]=[CH:14][C:13]([S:12][C:11]4[N:6]5[N:5]=[C:4]([CH:1]6[CH2:3][CH2:2]6)[CH:20]=[C:7]5[N:8]=[CH:9][CH:10]=4)=[CH:18][CH:17]=3)=[N:23][N:24]=2)=[CH:37][CH:36]=1. (2) Given the reactants [CH3:1][O:2][C:3]1[CH:4]=[C:5]([CH:38]=[CH:39][CH:40]=1)[C:6]([NH:8][C:9]1[C:18]([C:19]#[N:20])=[C:17]([NH:21][CH2:22][C:23]2[CH:28]=[CH:27][CH:26]=[CH:25][CH:24]=2)[C:16]2[C:11](=[CH:12][CH:13]=[C:14]([N:29]3[CH2:34][CH2:33][N:32]([C:35](=[O:37])[CH3:36])[CH2:31][CH2:30]3)[CH:15]=2)[N:10]=1)=[O:7].[S:41]([O:51][NH2:52])([C:44]1[CH:50]=[CH:49][C:47]([CH3:48])=[CH:46][CH:45]=1)(=[O:43])=[O:42], predict the reaction product. The product is: [S:41]([C:44]1[CH:50]=[CH:49][C:47]([CH3:48])=[CH:46][CH:45]=1)([O-:51])(=[O:43])=[O:42].[NH2:52][N+:10]1[C:11]2[C:16](=[CH:15][C:14]([N:29]3[CH2:30][CH2:31][N:32]([C:35](=[O:37])[CH3:36])[CH2:33][CH2:34]3)=[CH:13][CH:12]=2)[C:17]([NH:21][CH2:22][C:23]2[CH:24]=[CH:25][CH:26]=[CH:27][CH:28]=2)=[C:18]([C:19]#[N:20])[C:9]=1[NH:8][C:6](=[O:7])[C:5]1[CH:38]=[CH:39][CH:40]=[C:3]([O:2][CH3:1])[CH:4]=1. (3) Given the reactants C(OC([N:11]1[CH2:23][CH2:22][C:21]2[C:20]3[C:15](=[CH:16][CH:17]=[CH:18][CH:19]=3)[NH:14][C:13]=2[CH:12]1[CH2:24][N:25]([C:41]([O:43][C:44]([CH3:47])([CH3:46])[CH3:45])=[O:42])[C@H:26]([C:33]([O:35][CH:36]1[CH2:40][CH2:39][CH2:38][CH2:37]1)=[O:34])[C:27]1[CH:32]=[CH:31][CH:30]=[CH:29][CH:28]=1)=O)C1C=CC=CC=1.[H][H], predict the reaction product. The product is: [CH:36]1([O:35][C:33](=[O:34])[C@@H:26]([N:25]([C:41]([O:43][C:44]([CH3:46])([CH3:45])[CH3:47])=[O:42])[CH2:24][CH:12]2[C:13]3[NH:14][C:15]4[C:20](=[CH:19][CH:18]=[CH:17][CH:16]=4)[C:21]=3[CH2:22][CH2:23][NH:11]2)[C:27]2[CH:32]=[CH:31][CH:30]=[CH:29][CH:28]=2)[CH2:40][CH2:39][CH2:38][CH2:37]1.